Dataset: KCNQ2 potassium channel screen with 302,405 compounds. Task: Binary Classification. Given a drug SMILES string, predict its activity (active/inactive) in a high-throughput screening assay against a specified biological target. (1) The molecule is Clc1cc(CCN2C(CN3C(C4CCCCC4)CN=C23)CCCNC(=O)C2CCC2)ccc1Cl. The result is 0 (inactive). (2) The compound is Brc1cc(Cl)c(OCCN2CCOCC2)cc1. The result is 0 (inactive).